This data is from Forward reaction prediction with 1.9M reactions from USPTO patents (1976-2016). The task is: Predict the product of the given reaction. Given the reactants [NH2:1][C@@H:2]([C:12]([O:14][C:15]([CH3:18])([CH3:17])[CH3:16])=[O:13])[CH2:3][CH2:4][C:5](=[O:11])OC(C)(C)C.[C:19]([C:23]1[CH:28]=[CH:27][C:26]([CH2:29][CH:30]=O)=[CH:25][CH:24]=1)([O:21][CH3:22])=[O:20].C(O)(=O)C.[BH3-]C#N.[Na+], predict the reaction product. The product is: [CH3:22][O:21][C:19]([C:23]1[CH:28]=[CH:27][C:26]([CH2:29][CH2:30][N:1]2[C:5](=[O:11])[CH2:4][CH2:3][C@@H:2]2[C:12]([O:14][C:15]([CH3:16])([CH3:17])[CH3:18])=[O:13])=[CH:25][CH:24]=1)=[O:20].